Predict the reactants needed to synthesize the given product. From a dataset of Full USPTO retrosynthesis dataset with 1.9M reactions from patents (1976-2016). (1) Given the product [O:20]1[CH:24]=[CH:23][CH:22]=[C:21]1[C:25]1[O:26][C:27]([CH3:56])=[C:28]([CH2:30][O:31][C:32]2[CH:53]=[CH:52][C:35]([CH2:36][N:37]([CH3:51])[C:38]3[C:42](/[CH:43]=[CH:1]/[P:10](=[O:17])([O:11][CH2:12][CH3:13])[O:14][CH2:15][CH3:16])=[CH:41][N:40]([C:45]4[CH:46]=[CH:47][CH:48]=[CH:49][CH:50]=4)[N:39]=3)=[CH:34][C:33]=2[O:54][CH3:55])[N:29]=1, predict the reactants needed to synthesize it. The reactants are: [CH2:1]([P:10](=[O:17])([O:14][CH2:15][CH3:16])[O:11][CH2:12][CH3:13])P(=O)(OCC)OCC.[H-].[Na+].[O:20]1[CH:24]=[CH:23][CH:22]=[C:21]1[C:25]1[O:26][C:27]([CH3:56])=[C:28]([CH2:30][O:31][C:32]2[CH:53]=[CH:52][C:35]([CH2:36][N:37]([CH3:51])[C:38]3[C:42]([CH:43]=O)=[CH:41][N:40]([C:45]4[CH:50]=[CH:49][CH:48]=[CH:47][CH:46]=4)[N:39]=3)=[CH:34][C:33]=2[O:54][CH3:55])[N:29]=1.O. (2) Given the product [N:1]1[C:6]2[NH:7][CH:8]=[CH:9][C:5]=2[C:4]([N:10]2[CH2:14][CH2:13][C@@H:12]([N:15]([CH3:28])[C:16]3[CH:21]=[CH:20][C:19]([C:22]#[CH:23])=[CH:18][N:17]=3)[CH2:11]2)=[N:3][CH:2]=1, predict the reactants needed to synthesize it. The reactants are: [N:1]1[C:6]2[NH:7][CH:8]=[CH:9][C:5]=2[C:4]([N:10]2[CH2:14][CH2:13][C@@H:12]([N:15]([CH3:28])[C:16]3[CH:21]=[CH:20][C:19]([C:22]#[C:23][Si](C)(C)C)=[CH:18][N:17]=3)[CH2:11]2)=[N:3][CH:2]=1.C([O-])([O-])=O.[K+].[K+]. (3) The reactants are: [F:1][C:2]1[CH:21]=[C:20]([N+:22]([O-])=O)[CH:19]=[CH:18][C:3]=1[O:4][C:5]1[C:14]2[C:9](=[CH:10][C:11]([OH:17])=[C:12]([O:15][CH3:16])[CH:13]=2)[N:8]=[CH:7][CH:6]=1.Cl[CH2:26][CH2:27][CH2:28][N:29]1[CH2:34][CH2:33][N:32]([C:35]([O:37][C:38]([CH3:41])([CH3:40])[CH3:39])=[O:36])[CH2:31][CH2:30]1. Given the product [NH2:22][C:20]1[CH:19]=[CH:18][C:3]([O:4][C:5]2[C:14]3[C:9](=[CH:10][C:11]([O:17][CH2:26][CH2:27][CH2:28][N:29]4[CH2:34][CH2:33][N:32]([C:35]([O:37][C:38]([CH3:39])([CH3:41])[CH3:40])=[O:36])[CH2:31][CH2:30]4)=[C:12]([O:15][CH3:16])[CH:13]=3)[N:8]=[CH:7][CH:6]=2)=[C:2]([F:1])[CH:21]=1, predict the reactants needed to synthesize it. (4) Given the product [Br:1][C:2]1[C:3]([NH:9][C:10]2[CH:15]=[CH:14][CH:13]=[CH:12][C:11]=2[S:16]([NH:19][CH3:20])(=[O:18])=[O:17])=[N:4][C:5]([NH:25][C:24]2[CH:26]=[CH:27][C:28]([O:30][CH3:31])=[CH:29][C:23]=2[O:22][CH3:21])=[N:6][CH:7]=1, predict the reactants needed to synthesize it. The reactants are: [Br:1][C:2]1[C:3]([NH:9][C:10]2[CH:15]=[CH:14][CH:13]=[CH:12][C:11]=2[S:16]([NH:19][CH3:20])(=[O:18])=[O:17])=[N:4][C:5](Cl)=[N:6][CH:7]=1.[CH3:21][O:22][C:23]1[CH:29]=[C:28]([O:30][CH3:31])[CH:27]=[CH:26][C:24]=1[NH2:25].O. (5) Given the product [ClH:48].[CH2:1]([C:5]1[CH:10]=[CH:9][C:8]([C:11]#[C:12][C:13]2[CH:44]=[CH:43][C:16]([CH2:17][N:18]([CH2:32][C:33]3[C:42]4[C:37](=[CH:38][CH:39]=[CH:40][CH:41]=4)[CH:36]=[CH:35][CH:34]=3)[C:19]3[CH:31]=[CH:30][C:22]([OH:23])=[C:21]([CH:20]=3)[C:26]([OH:27])=[O:25])=[CH:15][CH:14]=2)=[CH:7][CH:6]=1)[CH2:2][CH2:3][CH3:4], predict the reactants needed to synthesize it. The reactants are: [CH2:1]([C:5]1[CH:10]=[CH:9][C:8]([C:11]#[C:12][C:13]2[CH:44]=[CH:43][C:16]([CH2:17][N:18]([CH2:32][C:33]3[C:42]4[C:37](=[CH:38][CH:39]=[CH:40][CH:41]=4)[CH:36]=[CH:35][CH:34]=3)[C:19]3[CH:31]=[CH:30][C:22]4[O:23]C(C)(C)[O:25][C:26](=[O:27])[C:21]=4[CH:20]=3)=[CH:15][CH:14]=2)=[CH:7][CH:6]=1)[CH2:2][CH2:3][CH3:4].O[Li].O.[ClH:48].[Na+].[Cl-]. (6) Given the product [CH3:1][O:2][C:3]([C:5]1[N:6]=[C:7]([NH:10][C:11]([O:13][C:14]([CH3:17])([CH3:16])[CH3:15])=[O:12])[S:8][CH:9]=1)=[O:4], predict the reactants needed to synthesize it. The reactants are: [CH3:1][O:2][C:3]([C:5]1[N:6]=[C:7]([NH2:10])[S:8][CH:9]=1)=[O:4].[C:11](O[C:11]([O:13][C:14]([CH3:17])([CH3:16])[CH3:15])=[O:12])([O:13][C:14]([CH3:17])([CH3:16])[CH3:15])=[O:12]. (7) Given the product [OH:18][CH:19]1[CH2:22][N:21]([C:23]2[S:24][CH:25]=[C:26]([C:28](=[O:47])[N:29]([CH:44]([CH3:45])[CH3:46])[CH2:30][C:31]([O:33][CH2:34][C:35]3[CH:40]=[CH:39][C:38]([N+:41]([O-:43])=[O:42])=[CH:37][CH:36]=3)=[O:32])[N:27]=2)[CH2:20]1, predict the reactants needed to synthesize it. The reactants are: [Si]([O:18][CH:19]1[CH2:22][N:21]([C:23]2[S:24][CH:25]=[C:26]([C:28](=[O:47])[N:29]([CH:44]([CH3:46])[CH3:45])[CH2:30][C:31]([O:33][CH2:34][C:35]3[CH:40]=[CH:39][C:38]([N+:41]([O-:43])=[O:42])=[CH:37][CH:36]=3)=[O:32])[N:27]=2)[CH2:20]1)(C(C)(C)C)(C1C=CC=CC=1)C1C=CC=CC=1.C(O)(=O)C.[F-].C([N+](CCCC)(CCCC)CCCC)CCC.